From a dataset of Catalyst prediction with 721,799 reactions and 888 catalyst types from USPTO. Predict which catalyst facilitates the given reaction. (1) Reactant: [F:1][C:2]1[CH:7]=[CH:6][CH:5]=[C:4]([F:8])[C:3]=1[N:9]1[C:14]2[N:15]=[C:16](S(C)(=O)=O)[N:17]=[C:18]([C:19]3[CH:24]=[CH:23][C:22]([F:25])=[CH:21][C:20]=3[CH3:26])[C:13]=2[CH:12]=[CH:11][C:10]1=[O:31].[CH:32]1([NH2:38])[CH2:37][CH2:36][CH2:35][CH2:34][CH2:33]1. Product: [CH:32]1([NH:38][C:16]2[N:17]=[C:18]([C:19]3[CH:24]=[CH:23][C:22]([F:25])=[CH:21][C:20]=3[CH3:26])[C:13]3[CH:12]=[CH:11][C:10](=[O:31])[N:9]([C:3]4[C:2]([F:1])=[CH:7][CH:6]=[CH:5][C:4]=4[F:8])[C:14]=3[N:15]=2)[CH2:37][CH2:36][CH2:35][CH2:34][CH2:33]1. The catalyst class is: 1. (2) Reactant: C([O:3][C:4](=O)[CH2:5][N:6]1[C:11]([CH3:12])=[CH:10][C:9]([CH3:13])=[CH:8][C:7]1=[O:14])C.O.[NH2:17][NH2:18]. Product: [CH3:13][C:9]1[CH:10]=[C:11]([CH3:12])[N:6]([CH2:5][C:4]([NH:17][NH2:18])=[O:3])[C:7](=[O:14])[CH:8]=1. The catalyst class is: 8. (3) Reactant: [F:1][C:2]1[CH:21]=[C:20]([N+:22]([O-:24])=[O:23])[CH:19]=[CH:18][C:3]=1[O:4][C:5]1[C:14]2[C:9](=[CH:10][C:11]([OH:17])=[C:12]([O:15][CH3:16])[CH:13]=2)[N:8]=[CH:7][CH:6]=1.[CH3:25][N:26]1[CH2:31][CH2:30][N:29]([CH2:32][CH2:33][CH2:34]O)[CH2:28][CH2:27]1.C1C=CC(P(C2C=CC=CC=2)C2C=CC=CC=2)=CC=1.N(/C(OCC)=O)=N\C(OCC)=O. Product: [F:1][C:2]1[CH:21]=[C:20]([N+:22]([O-:24])=[O:23])[CH:19]=[CH:18][C:3]=1[O:4][C:5]1[C:14]2[C:9](=[CH:10][C:11]([O:17][CH2:34][CH2:33][CH2:32][N:29]3[CH2:30][CH2:31][N:26]([CH3:25])[CH2:27][CH2:28]3)=[C:12]([O:15][CH3:16])[CH:13]=2)[N:8]=[CH:7][CH:6]=1. The catalyst class is: 2.